From a dataset of Reaction yield outcomes from USPTO patents with 853,638 reactions. Predict the reaction yield, written as a fraction of the theoretical maximum amount of product (1.0 means a 100% yield; for example, 0.34 means a 34% yield). (1) The reactants are [OH:1][CH:2]([C:32]1[CH:37]=[CH:36][CH:35]=[CH:34][CH:33]=1)[CH2:3][CH2:4][CH:5]1[C:8](=[O:9])[N:7]([C:10]2[CH:15]=[CH:14][C:13]([NH:16][C:17](=[O:23])[CH2:18][CH2:19][CH2:20][CH2:21][NH2:22])=[CH:12][CH:11]=2)[CH:6]1[C:24]1[CH:29]=[CH:28][C:27]([O:30][CH3:31])=[CH:26][CH:25]=1.[CH:38]1[CH:43]=[C:42]2[CH:44]([CH2:51][O:52][C:53]([NH:55][C@H:56]([C:67](O)=[O:68])[CH2:57][C:58]3[CH:63]=[CH:62][C:61]([N:64]=[N+:65]=[N-:66])=[CH:60][CH:59]=3)=[O:54])[C:45]3[C:50]([C:41]2=[CH:40][CH:39]=1)=[CH:49][CH:48]=[CH:47][CH:46]=3.C1C2C(COC(=O)N(CCCCC(=O)NC3C=CC(N4C(=O)C(CCC(O)C5C=CC=CC=5)C4C4C=CC(OC)=CC=4)=CC=3)C3C=CC=CC=3)C3C(=CC=CC=3)C=2C=CC=1. The catalyst is CN(C)C=O. The product is [CH:43]1[C:42]2[CH:44]([CH2:51][O:52][C:53](=[O:54])[NH:55][CH:56]([C:67](=[O:68])[NH:22][CH2:21][CH2:20][CH2:19][CH2:18][C:17](=[O:23])[NH:16][C:13]3[CH:12]=[CH:11][C:10]([N:7]4[C:8](=[O:9])[CH:5]([CH2:4][CH2:3][CH:2]([OH:1])[C:32]5[CH:33]=[CH:34][CH:35]=[CH:36][CH:37]=5)[CH:6]4[C:24]4[CH:29]=[CH:28][C:27]([O:30][CH3:31])=[CH:26][CH:25]=4)=[CH:15][CH:14]=3)[CH2:57][C:58]3[CH:59]=[CH:60][C:61]([N:64]=[N+:65]=[N-:66])=[CH:62][CH:63]=3)[C:45]3[C:50](=[CH:49][CH:48]=[CH:47][CH:46]=3)[C:41]=2[CH:40]=[CH:39][CH:38]=1. The yield is 0.820. (2) The reactants are [Cl:1][C:2]1[C:7]([N+:8]([O-])=O)=[CH:6][CH:5]=[CH:4][N:3]=1.[CH:11]([Mg]Br)=[CH2:12]. The catalyst is C1COCC1. The product is [Cl:1][C:2]1[N:3]=[CH:4][CH:5]=[C:6]2[C:7]=1[NH:8][CH:12]=[CH:11]2. The yield is 0.310. (3) The reactants are [CH:1]([C:4]1[CH:18]=[C:17]([O:19][CH3:20])[C:16]([N+:21]([O-])=O)=[CH:15][C:5]=1[O:6][C:7]1[C:8]([NH2:14])=[N:9][C:10]([NH2:13])=[N:11][CH:12]=1)([CH3:3])[CH3:2].CC(O)=O. The catalyst is CCO.[Pd]. The product is [NH2:21][C:16]1[C:17]([O:19][CH3:20])=[CH:18][C:4]([CH:1]([CH3:3])[CH3:2])=[C:5]([CH:15]=1)[O:6][C:7]1[C:8]([NH2:14])=[N:9][C:10]([NH2:13])=[N:11][CH:12]=1. The yield is 0.820. (4) The reactants are [NH2:1][C:2]1[CH:3]=[C:4]([CH:21]=[CH:22][CH:23]=1)[O:5][C:6]1[CH:7]=[CH:8][C:9]2[N:10]([CH:12]=[C:13]([NH:15][C:16]([CH:18]3[CH2:20][CH2:19]3)=[O:17])[N:14]=2)[N:11]=1.Cl.[N:25]1[CH:30]=[CH:29][CH:28]=[CH:27][C:26]=1[C:31](Cl)=[O:32].C(=O)([O-])O.[Na+]. The catalyst is CN1CCCC1=O. The product is [CH:18]1([C:16]([NH:15][C:13]2[N:14]=[C:9]3[CH:8]=[CH:7][C:6]([O:5][C:4]4[CH:3]=[C:2]([NH:1][C:31]([C:26]5[CH:27]=[CH:28][CH:29]=[CH:30][N:25]=5)=[O:32])[CH:23]=[CH:22][CH:21]=4)=[N:11][N:10]3[CH:12]=2)=[O:17])[CH2:20][CH2:19]1. The yield is 0.630. (5) The reactants are C([N:8]1[CH2:12][CH2:11][C@H:10]([O:13][CH:14]([C:22]2[CH:27]=[CH:26][C:25]([Cl:28])=[CH:24][CH:23]=2)[C:15]2[CH:20]=[CH:19][C:18]([Cl:21])=[CH:17][CH:16]=2)[CH2:9]1)C1C=CC=CC=1.ClC(OC(Cl)C)=O. The catalyst is ClCCCl. The product is [Cl:21][C:18]1[CH:19]=[CH:20][C:15]([CH:14]([O:13][C@H:10]2[CH2:11][CH2:12][NH:8][CH2:9]2)[C:22]2[CH:23]=[CH:24][C:25]([Cl:28])=[CH:26][CH:27]=2)=[CH:16][CH:17]=1. The yield is 0.450. (6) The reactants are Br[C:2]1[C:7]([C:8]([F:11])([F:10])[F:9])=[CH:6][C:5]([NH:12][C:13]2[N:17]=[C:16]([NH2:18])[NH:15][N:14]=2)=[CH:4][C:3]=1[Cl:19].CN1C(C)(C)CC(SC2C=CC(B3OC(C)(C)C(C)(C)O3)=CC=2)CC1(C)C.[CH3:47][O:48][C:49]1[CH:54]=[C:53](B2OC(C)(C)C(C)(C)O2)[CH:52]=[CH:51][C:50]=1[S:64]([NH:67][CH:68]1[CH2:73][CH2:72][N:71]([C:74]([O:76][C:77]([CH3:80])([CH3:79])[CH3:78])=[O:75])[CH2:70][CH2:69]1)(=[O:66])=[O:65].C([O-])([O-])=O.[K+].[K+]. The catalyst is O1CCOCC1.COCCOC.C1C=CC([P]([Pd]([P](C2C=CC=CC=2)(C2C=CC=CC=2)C2C=CC=CC=2)([P](C2C=CC=CC=2)(C2C=CC=CC=2)C2C=CC=CC=2)[P](C2C=CC=CC=2)(C2C=CC=CC=2)C2C=CC=CC=2)(C2C=CC=CC=2)C2C=CC=CC=2)=CC=1. The product is [NH2:18][C:16]1[NH:15][N:14]=[C:13]([NH:12][C:5]2[CH:6]=[C:7]([C:8]([F:11])([F:10])[F:9])[C:2]([C:53]3[CH:52]=[CH:51][C:50]([S:64]([NH:67][CH:68]4[CH2:69][CH2:70][N:71]([C:74]([O:76][C:77]([CH3:78])([CH3:79])[CH3:80])=[O:75])[CH2:72][CH2:73]4)(=[O:66])=[O:65])=[C:49]([O:48][CH3:47])[CH:54]=3)=[C:3]([Cl:19])[CH:4]=2)[N:17]=1. The yield is 0.200. (7) The reactants are [F:1][C:2]1[CH:8]=[C:7](I)[CH:6]=[CH:5][C:3]=1[NH2:4].B1(B2OC(C)(C)C(C)(C)O2)OC(C)(C)C(C)(C)O1.C([O-])(=O)C.[K+].Br[C:34]1[CH:39]=[CH:38][C:37]([C:40]([F:43])([F:42])[F:41])=[C:36]([F:44])[CH:35]=1.C(=O)([O-])[O-].[K+].[K+]. The catalyst is CN(C)C=O.C1C=CC(P(C2C=CC=CC=2)[C-]2C=CC=C2)=CC=1.C1C=CC(P(C2C=CC=CC=2)[C-]2C=CC=C2)=CC=1.Cl[Pd]Cl.[Fe+2].ClCCl.O. The product is [F:1][C:2]1[CH:8]=[C:7]([C:34]2[CH:39]=[CH:38][C:37]([C:40]([F:42])([F:43])[F:41])=[C:36]([F:44])[CH:35]=2)[CH:6]=[CH:5][C:3]=1[NH2:4]. The yield is 0.570.